Predict the product of the given reaction. From a dataset of Forward reaction prediction with 1.9M reactions from USPTO patents (1976-2016). Given the reactants [CH3:1][C@@H:2]1[CH2:6][CH2:5][CH2:4][N:3]1[CH2:7][C:8]1[S:12][C:11]([NH:13]C(=O)C)=[N:10][C:9]=1[C:17]1[CH:22]=[C:21]([O:23][C:24]([F:27])([F:26])[F:25])[CH:20]=[C:19]([CH3:28])[CH:18]=1.C(O)C.[OH-].[Na+], predict the reaction product. The product is: [CH3:1][C@@H:2]1[CH2:6][CH2:5][CH2:4][N:3]1[CH2:7][C:8]1[S:12][C:11]([NH2:13])=[N:10][C:9]=1[C:17]1[CH:22]=[C:21]([O:23][C:24]([F:27])([F:25])[F:26])[CH:20]=[C:19]([CH3:28])[CH:18]=1.